Predict the reactants needed to synthesize the given product. From a dataset of Full USPTO retrosynthesis dataset with 1.9M reactions from patents (1976-2016). (1) Given the product [CH2:53]([O:52][C:49]([NH:41][C@@H:39]([CH2:48][CH2:47][S:7][CH3:4])[C:40]([NH:12][C@H:13]1[CH2:22][CH2:21][C:16]2([O:20][CH2:19][CH2:18][O:17]2)[CH2:15][C@H:14]1[C:23]([O:25][CH2:26][CH3:27])=[O:24])=[O:28])=[O:51])[C:33]1[CH:38]=[CH:37][CH:36]=[CH:35][CH:34]=1, predict the reactants needed to synthesize it. The reactants are: C1(C)C=C[C:4]([S:7](O)(=O)=O)=CC=1.[NH2:12][C@H:13]1[CH2:22][CH2:21][C:16]2([O:20][CH2:19][CH2:18][O:17]2)[CH2:15][C@H:14]1[C:23]([O:25][CH2:26][CH3:27])=[O:24].[OH2:28].ON1[C:34]2[CH:35]=[CH:36][CH:37]=[CH:38][C:33]=2N=N1.[C:39](#[N:41])[CH3:40].C(N([CH2:47][CH3:48])CC)C.[C:49]([O:52][CH2:53]C)(=[O:51])C. (2) Given the product [CH:1]([C:4]1[C:8]([CH2:9][CH2:10][CH2:11][CH2:12][O:13][C:25]2[CH:30]=[CH:29][C:28]([CH2:31][CH2:32][C:33]([OH:35])=[O:34])=[CH:27][CH:26]=2)=[CH:7][N:6]([C:14]2[CH:19]=[CH:18][C:17]([C:20]([F:22])([F:21])[F:23])=[CH:16][N:15]=2)[N:5]=1)([CH3:3])[CH3:2], predict the reactants needed to synthesize it. The reactants are: [CH:1]([C:4]1[C:8]([CH2:9][CH2:10][CH2:11][CH2:12][OH:13])=[CH:7][N:6]([C:14]2[CH:19]=[CH:18][C:17]([C:20]([F:23])([F:22])[F:21])=[CH:16][N:15]=2)[N:5]=1)([CH3:3])[CH3:2].O[C:25]1[CH:30]=[CH:29][C:28]([CH2:31][CH2:32][C:33]([O:35]C)=[O:34])=[CH:27][CH:26]=1.C(P(CCCC)CCCC)CCC.N(C(N1CCCCC1)=O)=NC(N1CCCCC1)=O. (3) Given the product [S:7]1[C:8]2[CH:15]=[CH:14][CH:13]=[CH:12][C:9]=2[CH:10]=[C:11]1[CH:22]([C:21]1[CH:24]=[C:17]([Br:16])[CH:18]=[CH:19][C:20]=1[O:25][CH3:26])[OH:23], predict the reactants needed to synthesize it. The reactants are: CCCCCC.[S:7]1[CH:11]=[CH:10][C:9]2[CH:12]=[CH:13][CH:14]=[CH:15][C:8]1=2.[Br:16][C:17]1[CH:18]=[CH:19][C:20]([O:25][CH3:26])=[C:21]([CH:24]=1)[CH:22]=[O:23].[Cl-].[NH4+]. (4) Given the product [CH2:1]([N:3]([C:13]1[CH:18]=[C:17]([O:19][CH3:20])[CH:16]=[CH:15][C:14]=1[CH:21]1[CH2:30][CH2:29][C:28]2[C:23](=[CH:24][CH:25]=[C:26]([O:31][CH3:32])[CH:27]=2)[CH2:22]1)[CH2:4][CH2:5][C:6]1[CH:11]=[CH:10][C:9]([O:12][CH2:35][CH2:36][N:37]2[CH2:42][CH2:41][CH2:40][CH2:39][CH2:38]2)=[CH:8][CH:7]=1)[CH3:2], predict the reactants needed to synthesize it. The reactants are: [CH2:1]([N:3]([C:13]1[CH:18]=[C:17]([O:19][CH3:20])[CH:16]=[CH:15][C:14]=1[CH:21]1[CH2:30][CH2:29][C:28]2[C:23](=[CH:24][CH:25]=[C:26]([O:31][CH3:32])[CH:27]=2)[CH2:22]1)[CH2:4][CH2:5][C:6]1[CH:11]=[CH:10][C:9]([OH:12])=[CH:8][CH:7]=1)[CH3:2].Cl.Cl[CH2:35][CH2:36][N:37]1[CH2:42][CH2:41][CH2:40][CH2:39][CH2:38]1. (5) Given the product [Cl:15][C:16]1[C:17]([CH3:39])=[C:18]([C:28]2[CH:29]=[CH:30][C:31]([C:34]([N:36]([CH3:38])[CH3:37])=[O:35])=[N:32][CH:33]=2)[C:19]([O:25][CH2:26][CH3:27])=[C:20]([CH:22]([Cl:3])[CH3:23])[CH:21]=1, predict the reactants needed to synthesize it. The reactants are: N1C(Cl)=NC(Cl)=NC=1[Cl:3].CN(C)C=O.[Cl:15][C:16]1[C:17]([CH3:39])=[C:18]([C:28]2[CH:29]=[CH:30][C:31]([C:34]([N:36]([CH3:38])[CH3:37])=[O:35])=[N:32][CH:33]=2)[C:19]([O:25][CH2:26][CH3:27])=[C:20]([CH:22](O)[CH3:23])[CH:21]=1. (6) Given the product [Cl:14][CH2:13][C:8]([C:2]1([CH3:1])[CH2:7][CH2:6][CH2:5][CH2:4][CH2:3]1)=[O:9], predict the reactants needed to synthesize it. The reactants are: [CH3:1][C:2]1([C:8](Cl)=[O:9])[CH2:7][CH2:6][CH2:5][CH2:4][CH2:3]1.[N+](=[CH2:13])=[N-].[ClH:14].